This data is from Forward reaction prediction with 1.9M reactions from USPTO patents (1976-2016). The task is: Predict the product of the given reaction. (1) Given the reactants [F:1][C:2]1[CH:7]=[CH:6][N:5]=[C:4]([C:8](OC)=[O:9])[CH:3]=1.[H-].[Al+3].[Li+].[H-].[H-].[H-].O, predict the reaction product. The product is: [F:1][C:2]1[CH:7]=[CH:6][N:5]=[C:4]([CH2:8][OH:9])[CH:3]=1. (2) Given the reactants C(Cl)CCl.C1C=CC2N(O)N=NC=2C=1.[C:15]([O:19][C:20]([NH:22][CH:23]([CH2:27][C:28]1[CH:33]=[CH:32][C:31]([O:34][CH3:35])=[CH:30][C:29]=1[OH:36])[C:24]([OH:26])=O)=[O:21])([CH3:18])([CH3:17])[CH3:16].FC(F)(F)C(O)=O.[CH2:44]([O:48][C:49]1([C:53]2[CH:58]=[CH:57][CH:56]=[CH:55][C:54]=2[CH3:59])[CH2:52][NH:51][CH2:50]1)[CH2:45][CH2:46][CH3:47].C(N(C(C)C)CC)(C)C.Cl, predict the reaction product. The product is: [C:15]([O:19][C:20](=[O:21])[NH:22][CH:23]([CH2:27][C:28]1[CH:33]=[CH:32][C:31]([O:34][CH3:35])=[CH:30][C:29]=1[OH:36])[C:24]([N:51]1[CH2:50][C:49]([O:48][CH2:44][CH2:45][CH2:46][CH3:47])([C:53]2[CH:58]=[CH:57][CH:56]=[CH:55][C:54]=2[CH3:59])[CH2:52]1)=[O:26])([CH3:16])([CH3:17])[CH3:18]. (3) Given the reactants [CH3:1][N:2]1[CH:6]([C:7]([O:9][CH3:10])=[O:8])[CH2:5][NH:4][C:3]1=[O:11].C[Si](C)(C)[N-][Si](C)(C)C.[Li+].Br[C:23]1[N:28]=[CH:27][CH:26]=[CH:25][N:24]=1, predict the reaction product. The product is: [CH3:1][N:2]1[CH:6]([C:7]([O:9][CH3:10])=[O:8])[CH2:5][N:4]([C:23]2[N:28]=[CH:27][CH:26]=[CH:25][N:24]=2)[C:3]1=[O:11]. (4) Given the reactants [F:1][C:2]([F:11])([C:7]([F:10])([F:9])[F:8])[CH2:3][CH2:4][CH2:5][OH:6].C(N(CC)CC)C.[CH3:19][S:20](Cl)(=[O:22])=[O:21], predict the reaction product. The product is: [CH3:19][S:20]([O:6][CH2:5][CH2:4][CH2:3][C:2]([F:11])([F:1])[C:7]([F:8])([F:9])[F:10])(=[O:22])=[O:21]. (5) The product is: [Cl:1][C:2]1[N:3]=[CH:4][CH:5]=[C:6]2[C:10]([C:11]3[CH:12]=[CH:13][N:24]=[C:22]([NH:21][C:25]4[CH:26]=[C:27]([S:31]([NH2:34])(=[O:32])=[O:33])[CH:28]=[CH:29][CH:30]=4)[N:23]=3)=[CH:9][N:8]([CH2:18][CH3:19])[C:7]=12. Given the reactants [Cl:1][C:2]1[N:3]=[CH:4][CH:5]=[C:6]2[C:10]([C:11](=O)/[CH:12]=[CH:13]/N(C)C)=[CH:9][N:8]([CH2:18][CH3:19])[C:7]=12.Cl.[NH:21]([C:25]1[CH:26]=[C:27]([S:31]([NH2:34])(=[O:33])=[O:32])[CH:28]=[CH:29][CH:30]=1)[C:22]([NH2:24])=[NH:23], predict the reaction product.